Dataset: Peptide-MHC class II binding affinity with 134,281 pairs from IEDB. Task: Regression. Given a peptide amino acid sequence and an MHC pseudo amino acid sequence, predict their binding affinity value. This is MHC class II binding data. The peptide sequence is KDKTDIHRLEPVKCD. The MHC is DRB1_1301 with pseudo-sequence DRB1_1301. The binding affinity (normalized) is 0.315.